Dataset: Full USPTO retrosynthesis dataset with 1.9M reactions from patents (1976-2016). Task: Predict the reactants needed to synthesize the given product. (1) The reactants are: [F:1][C:2]([F:12])([F:11])[C:3](=[O:10])[CH2:4][C:5]([O:7][CH2:8][CH3:9])=[O:6].[CH3:13][N:14]([CH3:19])[CH:15]=[CH:16][CH:17]=O. Given the product [CH3:13][N:14]([CH3:19])[CH:15]=[CH:16][CH:17]=[C:4]([C:3](=[O:10])[C:2]([F:11])([F:12])[F:1])[C:5]([O:7][CH2:8][CH3:9])=[O:6], predict the reactants needed to synthesize it. (2) Given the product [CH3:27][CH:28]([CH3:32])[CH2:29][CH2:30][NH:31][C:10]([C:5]1([C:3]([O:2][CH3:1])=[O:4])[CH2:6][CH2:7][CH2:8][CH2:9]1)=[O:12], predict the reactants needed to synthesize it. The reactants are: [CH3:1][O:2][C:3]([C:5]1([C:10]([OH:12])=O)[CH2:9][CH2:8][CH2:7][CH2:6]1)=[O:4].C1C=CC2N(O)N=NC=2C=1.C(Cl)CCl.[CH3:27][CH:28]([CH3:32])[CH2:29][CH2:30][NH2:31]. (3) Given the product [CH:18]1([CH2:17][N:16]2[C:15]3[CH:29]=[C:30]([F:34])[C:31]([F:33])=[CH:32][C:14]=3[N:13]=[C:12]2[C:11]2[CH:10]=[CH:52][CH:36]=[CH:37][C:6]=2[O:5][CH3:4])[CH2:19][CH2:20][CH2:21][CH2:22][CH2:23]1, predict the reactants needed to synthesize it. The reactants are: C1([CH2:4][O:5][C:6]2[C:11]([C:12]3[N:16]([CH2:17][C:18]4[CH:23]=[CH:22][C:21](CCC(O)=O)=[CH:20][CH:19]=4)[C:15]4[CH:29]=[C:30]([F:34])[C:31]([F:33])=[CH:32][C:14]=4[N:13]=3)=[CH:10]C=CN=2)CC1.F[C:36]1[C:52](F)=CC2NC(C3C=CC=CC=3OC)=NC=2[CH:37]=1.BrCC1CCCCC1.